From a dataset of Peptide-MHC class II binding affinity with 134,281 pairs from IEDB. Regression. Given a peptide amino acid sequence and an MHC pseudo amino acid sequence, predict their binding affinity value. This is MHC class II binding data. (1) The peptide sequence is LVKYVNGDGDVVAVDIKEKG. The MHC is DRB3_0202 with pseudo-sequence DRB3_0202. The binding affinity (normalized) is 0.237. (2) The peptide sequence is VLAIVALVVATIIAI. The MHC is HLA-DQA10501-DQB10301 with pseudo-sequence HLA-DQA10501-DQB10301. The binding affinity (normalized) is 0.0332. (3) The peptide sequence is GFKAAVAAAASVP. The binding affinity (normalized) is 0.150. The MHC is DRB1_0301 with pseudo-sequence DRB1_0301. (4) The peptide sequence is TLWQRPLVTIKIGGQLKEAL. The MHC is DRB1_1201 with pseudo-sequence DRB1_1201. The binding affinity (normalized) is 0.403. (5) The binding affinity (normalized) is 0.442. The peptide sequence is KVERQWIPSVCFSTL. The MHC is HLA-DQA10501-DQB10302 with pseudo-sequence HLA-DQA10501-DQB10302. (6) The peptide sequence is RICCEPKKTTNAEFT. The MHC is DRB1_0701 with pseudo-sequence DRB1_0701. The binding affinity (normalized) is 0.514. (7) The peptide sequence is KEIYNYMEPYVSKNP. The MHC is HLA-DPA10103-DPB10402 with pseudo-sequence HLA-DPA10103-DPB10402. The binding affinity (normalized) is 0.0441.